From a dataset of Full USPTO retrosynthesis dataset with 1.9M reactions from patents (1976-2016). Predict the reactants needed to synthesize the given product. Given the product [Cl:1][C:2]1[CH:3]=[CH:4][C:5]2[O:10][CH2:9][C@H:8]([CH2:20][NH:17][S:14]([NH2:18])(=[O:16])=[O:15])[O:7][C:6]=2[CH:13]=1, predict the reactants needed to synthesize it. The reactants are: [Cl:1][C:2]1[CH:3]=[CH:4][C:5]2[O:10][CH2:9][C@@H:8](NC)[O:7][C:6]=2[CH:13]=1.[S:14]([NH2:18])([NH2:17])(=[O:16])=[O:15].O1CCOC[CH2:20]1.